This data is from NCI-60 drug combinations with 297,098 pairs across 59 cell lines. The task is: Regression. Given two drug SMILES strings and cell line genomic features, predict the synergy score measuring deviation from expected non-interaction effect. Drug 1: CC12CCC3C(C1CCC2=O)CC(=C)C4=CC(=O)C=CC34C. Drug 2: B(C(CC(C)C)NC(=O)C(CC1=CC=CC=C1)NC(=O)C2=NC=CN=C2)(O)O. Cell line: A498. Synergy scores: CSS=43.2, Synergy_ZIP=-1.22, Synergy_Bliss=-4.71, Synergy_Loewe=-9.41, Synergy_HSA=-4.05.